Dataset: Forward reaction prediction with 1.9M reactions from USPTO patents (1976-2016). Task: Predict the product of the given reaction. (1) Given the reactants [Cl:1][C:2]1[CH:7]=[CH:6][C:5]([N:8]2[CH2:21][CH2:20][C:11]3[NH:12][C:13]4[CH:14]=[CH:15][C:16]([CH3:19])=[CH:17][C:18]=4[C:10]=3[CH2:9]2)=[CH:4][CH:3]=1.[CH3:22][C:23]1[CH:28]=[CH:27][C:26]([CH:29]=[CH2:30])=[CH:25][N:24]=1.[OH-].[K+], predict the reaction product. The product is: [Cl:1][C:2]1[CH:3]=[CH:4][C:5]([N:8]2[CH2:21][CH2:20][C:11]3[N:12]([CH2:30][CH2:29][C:26]4[CH:25]=[N:24][C:23]([CH3:22])=[CH:28][CH:27]=4)[C:13]4[CH:14]=[CH:15][C:16]([CH3:19])=[CH:17][C:18]=4[C:10]=3[CH2:9]2)=[CH:6][CH:7]=1. (2) Given the reactants CS(C)=O.[CH3:5][C:6]1[CH:7]=[C:8]([OH:20])[C:9]([C:13]2[S:14][C:15]([CH3:19])=[C:16]([CH3:18])[N:17]=2)=[N:10][C:11]=1[CH3:12].Cl[C:22]1[C:31]2[C:26](=[CH:27][C:28]([O:34][CH3:35])=[C:29]([O:32][CH3:33])[CH:30]=2)[N:25]=[CH:24][CH:23]=1.C(=O)([O-])[O-].[Cs+].[Cs+], predict the reaction product. The product is: [CH3:18][C:16]1[N:17]=[C:13]([C:9]2[C:8]([O:20][C:22]3[C:31]4[C:26](=[CH:27][C:28]([O:34][CH3:35])=[C:29]([O:32][CH3:33])[CH:30]=4)[N:25]=[CH:24][CH:23]=3)=[CH:7][C:6]([CH3:5])=[C:11]([CH3:12])[N:10]=2)[S:14][C:15]=1[CH3:19]. (3) Given the reactants [NH2:1][C:2]1[CH:10]=[CH:9][C:5]([C:6]([OH:8])=[O:7])=[CH:4][CH:3]=1.[S-:11][C:12]#[N:13].[NH4+].BrBr.O, predict the reaction product. The product is: [NH2:1][C:2]1[CH:10]=[CH:9][C:5]([C:6]([OH:8])=[O:7])=[CH:4][C:3]=1[S:11][C:12]#[N:13]. (4) Given the reactants [C:1](Cl)(=[O:19])[CH2:2][CH2:3][CH2:4][CH2:5][CH2:6][CH2:7][CH2:8]/[CH:9]=[CH:10]\[CH2:11][CH2:12][CH2:13][CH2:14][CH2:15][CH2:16][CH2:17][CH3:18].[CH2:21](O)[CH2:22][CH2:23][CH2:24][CH2:25][CH3:26].C(N(CC)CC)C.[OH2:35], predict the reaction product. The product is: [C:1]([O:19][CH2:21][CH2:22][CH2:23][CH2:24][CH2:25][CH3:26])(=[O:35])[CH2:2][CH2:3][CH2:4][CH2:5][CH2:6][CH2:7][CH2:8]/[CH:9]=[CH:10]\[CH2:11][CH2:12][CH2:13][CH2:14][CH2:15][CH2:16][CH2:17][CH3:18]. (5) The product is: [Cl:1][C:2]1[C:10]([Cl:11])=[CH:9][CH:8]=[CH:7][C:3]=1[C:4]([NH:18][CH2:17][CH:16]([O:15][CH:12]([CH3:14])[CH3:13])[C:19]1[CH:20]=[N:21][C:22]([CH3:25])=[N:23][CH:24]=1)=[O:6]. Given the reactants [Cl:1][C:2]1[C:10]([Cl:11])=[CH:9][CH:8]=[CH:7][C:3]=1[C:4]([OH:6])=O.[CH:12]([O:15][CH:16]([C:19]1[CH:20]=[N:21][C:22]([CH3:25])=[N:23][CH:24]=1)[CH2:17][NH2:18])([CH3:14])[CH3:13], predict the reaction product.